This data is from Full USPTO retrosynthesis dataset with 1.9M reactions from patents (1976-2016). The task is: Predict the reactants needed to synthesize the given product. (1) Given the product [C:1]([O:5][C:6](=[O:35])[NH:7][C:8]1([C:12]2[CH:17]=[CH:16][C:15]([C:18]3[C:27](=[N:37][OH:38])[C:26]4[C:21](=[CH:22][CH:23]=[CH:24][CH:25]=4)[O:20][C:19]=3[C:29]3[CH:34]=[CH:33][CH:32]=[CH:31][CH:30]=3)=[CH:14][CH:13]=2)[CH2:11][CH2:10][CH2:9]1)([CH3:4])([CH3:3])[CH3:2], predict the reactants needed to synthesize it. The reactants are: [C:1]([O:5][C:6](=[O:35])[NH:7][C:8]1([C:12]2[CH:17]=[CH:16][C:15]([C:18]3[C:27](=S)[C:26]4[C:21](=[CH:22][CH:23]=[CH:24][CH:25]=4)[O:20][C:19]=3[C:29]3[CH:34]=[CH:33][CH:32]=[CH:31][CH:30]=3)=[CH:14][CH:13]=2)[CH2:11][CH2:10][CH2:9]1)([CH3:4])([CH3:3])[CH3:2].Cl.[NH2:37][OH:38].C([O-])(=O)C.[Na+]. (2) Given the product [CH3:27][O:26][C:23]1[C:22]([CH3:28])=[CH:21][N:20]=[C:19]([CH2:18][N:16]([CH2:15][C:10]2[N:9]=[C:8]([C:4]3[CH:3]=[C:2]([N:30]4[CH2:31][CH2:32][CH2:35][CH2:29]4)[CH:7]=[CH:6][N:5]=3)[CH:13]=[C:12]([OH:14])[CH:11]=2)[CH3:17])[C:24]=1[CH3:25], predict the reactants needed to synthesize it. The reactants are: Cl[C:2]1[CH:7]=[CH:6][N:5]=[C:4]([C:8]2[CH:13]=[C:12]([OH:14])[CH:11]=[C:10]([CH2:15][N:16]([CH2:18][C:19]3[C:24]([CH3:25])=[C:23]([O:26][CH3:27])[C:22]([CH3:28])=[CH:21][N:20]=3)[CH3:17])[N:9]=2)[CH:3]=1.[CH3:29][NH:30][CH:31](O)[CH3:32].Cl[C:35]1C=CC=CC=1. (3) Given the product [Cl:26][CH2:8][C:9]1[N:10]2[C:11]3[C:6]([C:16]([O:20][CH3:21])([O:23][CH3:24])[CH2:15][CH2:28]2)=[CH:5][C:4]([F:13])=[CH:3][C:2]=3[N:1]=1, predict the reactants needed to synthesize it. The reactants are: [NH2:1][C:2]1[CH:3]=[C:4]([F:13])[CH:5]=[C:6]2[C:11]=1[NH:10][CH2:9][CH2:8]C2=O.Cl[CH2:15][C:16]([O:23][CH2:24]C)([O:20][CH2:21]C)OCC.[ClH:26].Cl[CH2:28]Cl. (4) Given the product [N:21]1([CH2:26][CH2:27][NH:28][C:29]([C:31]2[CH:35]=[C:34]([CH3:36])[NH:33][C:32]=2[CH:37]=[C:11]2[C:10]3[C:14](=[CH:15][CH:16]=[CH:17][C:9]=3[C:5]3[CH:6]=[CH:7][CH:8]=[C:3]([C:2]([F:1])([F:19])[F:20])[CH:4]=3)[NH:13][C:12]2=[O:18])=[O:30])[CH:25]=[CH:24][N:23]=[N:22]1, predict the reactants needed to synthesize it. The reactants are: [F:1][C:2]([F:20])([F:19])[C:3]1[CH:4]=[C:5]([C:9]2[CH:17]=[CH:16][CH:15]=[C:14]3[C:10]=2[CH2:11][C:12](=[O:18])[NH:13]3)[CH:6]=[CH:7][CH:8]=1.[N:21]1([CH2:26][CH2:27][NH:28][C:29]([C:31]2[CH:35]=[C:34]([CH3:36])[NH:33][C:32]=2[CH:37]=O)=[O:30])[CH:25]=[CH:24][N:23]=[N:22]1. (5) Given the product [CH3:1][O:2][C:3]1[CH:4]=[C:5]([N:6]2[CH:33]=[C:23]([CH2:22][OH:21])[N:24]=[CH:27]2)[CH:7]=[C:8]([C:10]([F:11])([F:12])[F:13])[CH:9]=1, predict the reactants needed to synthesize it. The reactants are: [CH3:1][O:2][C:3]1[CH:4]=[C:5]([CH:7]=[C:8]([C:10]([F:13])([F:12])[F:11])[CH:9]=1)[NH2:6].C([O:21][CH2:22][CH3:23])(OCC)OCC.[N+:24]([CH2:27]C(OCC)=O)([O-])=O.[C:33](O)(=O)C. (6) Given the product [Cl-:23].[Cl:23][CH2:11][CH:10]([NH:9][C:8]([CH2:7][CH2:6][CH:5]([NH3+:19])[C:4]([O:3][CH2:1][CH3:2])=[O:20])=[O:18])[C:13]([O:15][CH2:16][CH3:17])=[O:14], predict the reactants needed to synthesize it. The reactants are: [CH2:1]([O:3][C:4](=[O:20])[CH:5]([NH2:19])[CH2:6][CH2:7][C:8](=[O:18])[NH:9][CH:10]([C:13]([O:15][CH2:16][CH3:17])=[O:14])[CH2:11]O)[CH3:2].S(Cl)([Cl:23])=O. (7) Given the product [CH3:6][C:7]1([CH3:23])[O:11][C@@H:10]([CH:12]=[O:22])[CH2:9][O:8]1, predict the reactants needed to synthesize it. The reactants are: C([O-])(O)=O.[Na+].[CH3:6][C:7]1([CH3:23])[O:11][CH:10]([C@@H:12]([OH:22])[C@@H:12]([CH:10]2[CH2:9][O:8][C:7]([CH3:23])([CH3:6])[O:11]2)[OH:22])[CH2:9][O:8]1. (8) Given the product [Br:19][CH2:2][C:1]([C:4]1([C:7]([O:9][CH2:10][CH3:11])=[O:8])[CH2:6][CH2:5]1)=[O:3], predict the reactants needed to synthesize it. The reactants are: [C:1]([C:4]1([C:7]([O:9][CH2:10][CH3:11])=[O:8])[CH2:6][CH2:5]1)(=[O:3])[CH3:2].C1C(=O)N([Br:19])C(=O)C1.C1(C)C=CC(S(O)(=O)=O)=CC=1. (9) Given the product [CH3:59][O:60][C:61]([C:63]1[CH:68]=[CH:67][C:66]([C:14]2[C:15]([CH3:22])([CH3:21])[C@H:16]3[C@:11]([CH3:31])([CH2:12][CH:13]=2)[C@@H:10]2[C@:19]([CH3:20])([C@@:2]4([CH3:1])[C@H:7]([CH2:8][CH2:9]2)[C@H:6]2[C@H:32]([C:35]([CH3:37])=[CH2:36])[CH2:33][CH2:34][C@:5]2([C:38]([O:40][CH2:41][C:42]2[CH:47]=[CH:46][CH:45]=[CH:44][CH:43]=2)=[O:39])[CH2:4][CH2:3]4)[CH2:18][CH2:17]3)=[CH:65][CH:64]=1)=[O:62], predict the reactants needed to synthesize it. The reactants are: [CH3:1][C@:2]12[C@@:19]3([CH3:20])[C@@H:10]([C@:11]4([CH3:31])[C@@H:16]([CH2:17][CH2:18]3)[C:15]([CH3:22])([CH3:21])[C:14](OS(C(F)(F)F)(=O)=O)=[CH:13][CH2:12]4)[CH2:9][CH2:8][CH:7]1[C@H:6]1[C@H:32]([C:35]([CH3:37])=[CH2:36])[CH2:33][CH2:34][C@:5]1([C:38]([O:40][CH2:41][C:42]1[CH:47]=[CH:46][CH:45]=[CH:44][CH:43]=1)=[O:39])[CH2:4][CH2:3]2.CC(O)C.O.C(=O)([O-])[O-].[Na+].[Na+].[CH3:59][O:60][C:61]([C:63]1[CH:68]=[CH:67][C:66](B(O)O)=[CH:65][CH:64]=1)=[O:62]. (10) Given the product [NH:41]1[C:37]([C:32]2[CH:33]=[CH:34][CH:35]=[CH:36][C:31]=2[C:27]2[CH:26]=[C:25]3[C:30](=[CH:29][CH:28]=2)[C@@H:22]([N:16]2[C:14]4=[N:15][C:10]([CH2:2][CH2:1][C:3]5([OH:8])[CH2:7][CH2:6][CH2:5][CH2:4]5)=[CH:11][C:12]([CH3:61])=[C:13]4[N:18]=[C:17]2[CH2:19][CH2:20][CH3:21])[CH2:23][CH2:24]3)=[N:38][N:39]=[N:40]1, predict the reactants needed to synthesize it. The reactants are: [C:1]([C:3]1([OH:8])[CH2:7][CH2:6][CH2:5][CH2:4]1)#[CH:2].Br[C:10]1[N:15]=[C:14]2[N:16]([C@@H:22]3[C:30]4[C:25](=[CH:26][C:27]([C:31]5[CH:36]=[CH:35][CH:34]=[CH:33][C:32]=5[C:37]5[N:41](C(C6C=CC=CC=6)(C6C=CC=CC=6)C6C=CC=CC=6)[N:40]=[N:39][N:38]=5)=[CH:28][CH:29]=4)[CH2:24][CH2:23]3)[C:17]([CH2:19][CH2:20][CH3:21])=[N:18][C:13]2=[C:12]([CH3:61])[CH:11]=1.